This data is from Reaction yield outcomes from USPTO patents with 853,638 reactions. The task is: Predict the reaction yield, written as a fraction of the theoretical maximum amount of product (1.0 means a 100% yield; for example, 0.34 means a 34% yield). (1) The reactants are Br.Br[CH2:3][C:4]([C:6]1[CH:11]=[CH:10][N:9]=[C:8]([Br:12])[CH:7]=1)=O.[CH3:13][C:14]1[CH:15]=[C:16]([NH:20][C:21]([NH2:23])=[S:22])[CH:17]=[CH:18][CH:19]=1.N. The catalyst is CCO.O. The product is [Br:12][C:8]1[CH:7]=[C:6]([C:4]2[N:23]=[C:21]([NH:20][C:16]3[CH:17]=[CH:18][CH:19]=[C:14]([CH3:13])[CH:15]=3)[S:22][CH:3]=2)[CH:11]=[CH:10][N:9]=1. The yield is 0.840. (2) The reactants are [C:1](=[N:14][NH:15][C:16]1[CH:21]=[CH:20][C:19]([Cl:22])=[CH:18][CH:17]=1)([C:8]1[CH:13]=[CH:12][CH:11]=[CH:10][CH:9]=1)[C:2]1[CH:7]=[CH:6][CH:5]=[CH:4][CH:3]=1.CI.[C:25](OC)(C)(C)C. The catalyst is O1CCCC1. The product is [C:1](=[N:14][N:15]([C:16]1[CH:17]=[CH:18][C:19]([Cl:22])=[CH:20][CH:21]=1)[CH3:25])([C:8]1[CH:13]=[CH:12][CH:11]=[CH:10][CH:9]=1)[C:2]1[CH:3]=[CH:4][CH:5]=[CH:6][CH:7]=1. The yield is 0.960. (3) The reactants are [CH3:1][O:2][C:3]1[CH:8]=[CH:7][C:6]([O:9][CH3:10])=[CH:5][C:4]=1Br.C([Li])[CH2:13][CH2:14][CH3:15].C([S:21][C:22]1[CH:27]=[CH:26][C:25]([C:28]2[C:33]([F:34])=[C:32](F)[C:31]([F:36])=[C:30]([F:37])[C:29]=2[F:38])=CC=1)(C)(C)C.Cl.[CH2:40]1COCC1. No catalyst specified. The product is [C:14]([C:29]1([F:38])[C:28]([C:25]2[S:21][CH:22]=[CH:27][CH:26]=2)=[C:33]([F:34])[C:32]([C:4]2[CH:5]=[C:6]([O:9][CH3:10])[CH:7]=[CH:8][C:3]=2[O:2][CH3:1])=[C:31]([F:36])[CH:30]1[F:37])([CH3:13])([CH3:15])[CH3:40]. The yield is 0.500. (4) The reactants are [F:1][C:2]1[CH:40]=[CH:39][C:38]([O:41][C:42]([F:45])([F:44])[F:43])=[CH:37][C:3]=1[CH2:4][NH:5][C:6]([C:8]1[N:9]=[N:10][N:11]([CH2:13][CH2:14][CH2:15][CH2:16][C:17]2[N:22]=[N:21][C:20]3[NH:23][C:24]([CH:26]4[CH2:29][N:28](C(OC(C)(C)C)=O)[CH2:27]4)=[CH:25][C:19]=3[CH:18]=2)[CH:12]=1)=[O:7].C(O)(C(F)(F)F)=O. The catalyst is C(Cl)Cl. The product is [NH:28]1[CH2:27][CH:26]([C:24]2[NH:23][C:20]3[N:21]=[N:22][C:17]([CH2:16][CH2:15][CH2:14][CH2:13][N:11]4[CH:12]=[C:8]([C:6]([NH:5][CH2:4][C:3]5[CH:37]=[C:38]([O:41][C:42]([F:44])([F:45])[F:43])[CH:39]=[CH:40][C:2]=5[F:1])=[O:7])[N:9]=[N:10]4)=[CH:18][C:19]=3[CH:25]=2)[CH2:29]1. The yield is 0.800. (5) The reactants are [Br:1][C:2]1[C:6]([CH2:7]O)=[CH:5][N:4]([C:9]([CH2:12][CH3:13])([CH3:11])[CH3:10])[N:3]=1.C(N(CC)CC)C.CS([Cl:25])(=O)=O. The catalyst is ClCCl.C(OCC)(=O)C. The product is [Br:1][C:2]1[C:6]([CH2:7][Cl:25])=[CH:5][N:4]([C:9]([CH2:12][CH3:13])([CH3:11])[CH3:10])[N:3]=1. The yield is 1.00. (6) The reactants are [NH2:1][CH2:2][C:3]1[CH:25]=[CH:24][C:6]([C:7]([NH:9][C@H:10]([C:21]([OH:23])=[O:22])[CH2:11][NH:12][C:13](=[O:20])[C:14]2[CH:19]=[CH:18][CH:17]=[CH:16][CH:15]=2)=[O:8])=[C:5]([Cl:26])[CH:4]=1.[OH:27][C:28]1[CH:29]=[C:30]([CH:34]=[CH:35][CH:36]=1)[C:31](O)=[O:32].C1(N=C=NC2CCCCC2)CCCCC1.O.[OH-].[Li+].Cl. The catalyst is O1CCCC1.CN(C=O)C.O.CO. The product is [Cl:26][C:5]1[CH:4]=[C:3]([CH2:2][NH:1][C:31]([C:30]2[CH:34]=[CH:35][CH:36]=[C:28]([OH:27])[CH:29]=2)=[O:32])[CH:25]=[CH:24][C:6]=1[C:7]([NH:9][C@H:10]([C:21]([OH:23])=[O:22])[CH2:11][NH:12][C:13](=[O:20])[C:14]1[CH:19]=[CH:18][CH:17]=[CH:16][CH:15]=1)=[O:8]. The yield is 0.0900.